This data is from Blood-brain barrier permeability classification from the B3DB database. The task is: Regression/Classification. Given a drug SMILES string, predict its absorption, distribution, metabolism, or excretion properties. Task type varies by dataset: regression for continuous measurements (e.g., permeability, clearance, half-life) or binary classification for categorical outcomes (e.g., BBB penetration, CYP inhibition). Dataset: b3db_classification. (1) The molecule is CC(Oc1ccccc1)C(=O)NC1C(=O)N2C1SC(C)(C)C2C(=O)O. The result is 0 (does not penetrate BBB). (2) The result is 1 (penetrates BBB). The compound is CN1CC(=O)N2C(Cc3c([nH]c4ccccc34)C2c2ccc3c(c2)OCO3)C1=O. (3) The compound is CC(C)(C)C(=O)OCOC(=O)[C@H]1N2C(=O)[C@H](N=CN3CCCCCC3)[C@@H]2SC1(C)C. The result is 0 (does not penetrate BBB). (4) The compound is Cc1ncc2n1-c1ccc(Cl)cc1C(c1ccccc1F)=NC2. The result is 1 (penetrates BBB).